From a dataset of Catalyst prediction with 721,799 reactions and 888 catalyst types from USPTO. Predict which catalyst facilitates the given reaction. (1) Reactant: [CH3:1][O:2][C:3]([C:5]1[S:6][C:7]([Br:11])=[CH:8][C:9]=1[OH:10])=[O:4].[Cl:12][C:13]1[CH:18]=[CH:17][CH:16]=[CH:15][C:14]=1[CH:19](O)[CH3:20].C1(P(C2C=CC=CC=2)C2C=CC=CC=2)C=CC=CC=1.CCOC(/N=N/C(OCC)=O)=O. Product: [CH3:1][O:2][C:3]([C:5]1[S:6][C:7]([Br:11])=[CH:8][C:9]=1[O:10][CH:19]([C:14]1[CH:15]=[CH:16][CH:17]=[CH:18][C:13]=1[Cl:12])[CH3:20])=[O:4]. The catalyst class is: 1. (2) Reactant: [C:1]([O:5][C:6]([N:8]1[C@H:12]([CH2:13][C:14]2[CH:19]=[CH:18][C:17]([C:20]3[CH:25]=[CH:24][CH:23]=[CH:22][CH:21]=3)=[CH:16][CH:15]=2)[CH2:11]/[C:10](=[CH:26]\N(C(C)C)C(C)C)/[C:9]1=[O:34])=[O:7])([CH3:4])([CH3:3])[CH3:2].C1COCC1.C(O[BH-](OC(=O)C)OC(=O)C)(=O)C.[Na+]. Product: [C:1]([O:5][C:6]([N:8]1[C@H:12]([CH2:13][C:14]2[CH:15]=[CH:16][C:17]([C:20]3[CH:21]=[CH:22][CH:23]=[CH:24][CH:25]=3)=[CH:18][CH:19]=2)[CH2:11][C:10](=[CH2:26])[C:9]1=[O:34])=[O:7])([CH3:4])([CH3:3])[CH3:2]. The catalyst class is: 6. (3) Reactant: [C:1](Cl)(=[O:3])[CH3:2].[CH:5]([NH:8][CH2:9][CH2:10][CH2:11][O:12][C:13]1[CH:18]=[CH:17][C:16]([C:19]2[N:24]=[C:23]([C:25]#[N:26])[C:22]3[N:27]=[CH:28][NH:29][C:21]=3[CH:20]=2)=[CH:15][C:14]=1[C:30]([F:33])([F:32])[F:31])([CH3:7])[CH3:6].[CH:34](N(C(C)C)CC)(C)C. Product: [C:1]([N:8]([CH2:9][CH2:10][CH2:11][O:12][C:13]1[CH:18]=[CH:17][C:16]([C:19]2[N:24]=[C:23]([C:25]#[N:26])[C:22]3[N:27]=[CH:28][N:29]([CH3:34])[C:21]=3[CH:20]=2)=[CH:15][C:14]=1[C:30]([F:31])([F:32])[F:33])[CH:5]([CH3:7])[CH3:6])(=[O:3])[CH3:2]. The catalyst class is: 1. (4) Product: [NH2:31][C:23]1[CH:22]=[CH:21][C:20]([S:17]([C:14]2[CH:13]=[CH:12][C:11]([CH2:10][CH2:9][N:8]([C:6]([O:5][C:1]([CH3:2])([CH3:4])[CH3:3])=[O:7])[CH2:34][C@@H:35]([C:43]3[CH:48]=[CH:47][CH:46]=[C:45]([Cl:49])[CH:44]=3)[O:36][CH:37]3[CH2:42][CH2:41][CH2:40][CH2:39][O:38]3)=[CH:16][CH:15]=2)(=[O:19])=[O:18])=[CH:30][C:24]=1[C:25]([O:27][CH2:28][CH3:29])=[O:26]. Reactant: [C:1]([O:5][C:6]([N:8]([CH2:34][C@@H:35]([C:43]1[CH:48]=[CH:47][CH:46]=[C:45]([Cl:49])[CH:44]=1)[O:36][CH:37]1[CH2:42][CH2:41][CH2:40][CH2:39][O:38]1)[CH2:9][CH2:10][C:11]1[CH:16]=[CH:15][C:14]([S:17]([C:20]2[CH:21]=[CH:22][C:23]([N+:31]([O-])=O)=[C:24]([CH:30]=2)[C:25]([O:27][CH2:28][CH3:29])=[O:26])(=[O:19])=[O:18])=[CH:13][CH:12]=1)=[O:7])([CH3:4])([CH3:3])[CH3:2].[Cl-].[NH4+]. The catalyst class is: 40. (5) Reactant: [CH3:1][N:2]1[C:6]([C:7]2[S:8][C:9]([C:12]([O:14]CC)=[O:13])=[CH:10][N:11]=2)=[CH:5][CH:4]=[N:3]1.[OH-].[Na+].Cl. Product: [CH3:1][N:2]1[C:6]([C:7]2[S:8][C:9]([C:12]([OH:14])=[O:13])=[CH:10][N:11]=2)=[CH:5][CH:4]=[N:3]1. The catalyst class is: 7. (6) Reactant: [NH2:1][CH2:2][CH2:3][CH2:4][O:5][C:6]1[CH:11]=[C:10]([CH3:12])[C:9]([C:13]2[CH:18]=[CH:17][CH:16]=[C:15]([CH2:19][C:20]([O:22][CH3:23])=[O:21])[C:14]=2[CH3:24])=[C:8]([CH3:25])[CH:7]=1.C(N(CC)CC)C.[CH3:33][S:34](Cl)(=[O:36])=[O:35]. Product: [CH3:24][C:14]1[C:15]([CH2:19][C:20]([O:22][CH3:23])=[O:21])=[CH:16][CH:17]=[CH:18][C:13]=1[C:9]1[C:10]([CH3:12])=[CH:11][C:6]([O:5][CH2:4][CH2:3][CH2:2][NH:1][S:34]([CH3:33])(=[O:36])=[O:35])=[CH:7][C:8]=1[CH3:25]. The catalyst class is: 4. (7) Reactant: [O:1]1[CH2:6][CH2:5][CH:4]([C:7]2[C:8]([O:13][C:14]3[CH:20]=[CH:19][C:17]([NH2:18])=[CH:16][CH:15]=3)=[N:9][CH:10]=[CH:11][N:12]=2)[CH2:3][CH2:2]1.Cl[C:22]1[NH:23][C:24]2[CH:30]=[CH:29][CH:28]=[CH:27][C:25]=2[N:26]=1. Product: [O:1]1[CH2:2][CH2:3][CH:4]([C:7]2[C:8]([O:13][C:14]3[CH:20]=[CH:19][C:17]([NH:18][C:22]4[NH:26][C:25]5[CH:27]=[CH:28][CH:29]=[CH:30][C:24]=5[N:23]=4)=[CH:16][CH:15]=3)=[N:9][CH:10]=[CH:11][N:12]=2)[CH2:5][CH2:6]1. The catalyst class is: 41. (8) Reactant: [CH2:1]([C:6]1[S:10][C:9]([C:11]([OH:13])=O)=[N:8][C:7]=1[C:14]1[CH:19]=[CH:18][CH:17]=[CH:16][CH:15]=1)[CH2:2][CH2:3][CH2:4][CH3:5].C1C=NC2N(O)N=NC=2C=1.F[P-](F)(F)(F)(F)F.N1(O[P+](N2CCCC2)(N2CCCC2)N2CCCC2)C2N=CC=CC=2N=N1.C(N(C(C)C)CC)(C)C.[NH2:72][C:73]1[CH:78]=[CH:77][CH:76]=[CH:75][CH:74]=1. Product: [C:73]1([NH:72][C:11]([C:9]2[S:10][C:6]([CH2:1][CH2:2][CH2:3][CH2:4][CH3:5])=[C:7]([C:14]3[CH:19]=[CH:18][CH:17]=[CH:16][CH:15]=3)[N:8]=2)=[O:13])[CH:78]=[CH:77][CH:76]=[CH:75][CH:74]=1. The catalyst class is: 4.